Dataset: Forward reaction prediction with 1.9M reactions from USPTO patents (1976-2016). Task: Predict the product of the given reaction. (1) Given the reactants [NH:1]([C:13]([O:15][C:16]([CH3:19])([CH3:18])[CH3:17])=[O:14])[C@H:2]([C:10]([OH:12])=O)[CH2:3][C:4]1[CH:9]=[CH:8][CH:7]=[CH:6][CH:5]=1.[F:20][C:21]([F:37])([F:36])[C:22]([NH:24][CH2:25][C:26]1[CH:31]=[CH:30][C:29]([S:32](=[O:35])(=[O:34])[NH2:33])=[CH:28][CH:27]=1)=[O:23], predict the reaction product. The product is: [O:12]=[C:10]([NH:33][S:32]([C:29]1[CH:28]=[CH:27][C:26]([CH2:25][NH:24][C:22](=[O:23])[C:21]([F:20])([F:37])[F:36])=[CH:31][CH:30]=1)(=[O:34])=[O:35])[C@@H:2]([NH:1][C:13](=[O:14])[O:15][C:16]([CH3:19])([CH3:18])[CH3:17])[CH2:3][C:4]1[CH:5]=[CH:6][CH:7]=[CH:8][CH:9]=1. (2) Given the reactants [NH2:1][C:2]1[NH:6][N:5]=[C:4]([CH3:7])[C:3]=1[C:8]([O:10]CC)=[O:9].[Cl:13][C:14]1[CH:15]=[C:16]([CH:25]=[CH:26][CH:27]=1)[CH2:17][CH:18]([C:22](=O)[CH3:23])[C:19](=O)[CH3:20].Cl.[OH-].[K+], predict the reaction product. The product is: [Cl:13][C:14]1[CH:15]=[C:16]([CH:25]=[CH:26][CH:27]=1)[CH2:17][C:18]1[C:19]([CH3:20])=[N:1][C:2]2[N:6]([N:5]=[C:4]([CH3:7])[C:3]=2[C:8]([OH:10])=[O:9])[C:22]=1[CH3:23].